This data is from Reaction yield outcomes from USPTO patents with 853,638 reactions. The task is: Predict the reaction yield, written as a fraction of the theoretical maximum amount of product (1.0 means a 100% yield; for example, 0.34 means a 34% yield). (1) The reactants are [CH:1]([C:3]1[CH:10]=[CH:9][C:6]([CH2:7]Cl)=[CH:5][CH:4]=1)=[CH2:2].[NH:11]1[CH2:16][CH2:15][NH:14][CH2:13][CH2:12]1. The catalyst is C1COCC1. The product is [CH:1]([C:3]1[CH:10]=[CH:9][C:6]([CH2:7][N:11]2[CH2:16][CH2:15][NH:14][CH2:13][CH2:12]2)=[CH:5][CH:4]=1)=[CH2:2]. The yield is 0.810. (2) The reactants are IC1C=CC=CC=1[NH2:4].C(=O)C1C=CC=CC=1.[C:17]1([C:23]#[C:24][C:25]([OH:27])=O)[CH:22]=[CH:21][CH:20]=[CH:19][CH:18]=1.N#[C-]. The catalyst is CO. The yield is 0.760. The product is [C:17]1([C:23]#[C:24][C:25]([NH2:4])=[O:27])[CH:22]=[CH:21][CH:20]=[CH:19][CH:18]=1. (3) The reactants are [N+:1]([C:4]1[CH:12]=[CH:11][CH:10]=[C:9]2[C:5]=1[CH2:6][N:7]([CH:14]1[CH2:19][CH2:18][C:17](=[O:20])[NH:16][C:15]1=[O:21])[C:8]2=[O:13])([O-])=O.C([O-])=O.[NH4+]. The catalyst is CO.[Pd]. The product is [NH2:1][C:4]1[CH:12]=[CH:11][CH:10]=[C:9]2[C:5]=1[CH2:6][N:7]([CH:14]1[CH2:19][CH2:18][C:17](=[O:20])[NH:16][C:15]1=[O:21])[C:8]2=[O:13]. The yield is 0.890. (4) The reactants are [C:1]1([OH:7])[CH:6]=[CH:5][CH:4]=[CH:3][CH:2]=1.[H-].[Na+].CS(O[CH:15]1[CH2:18][N:17]([CH:19]([C:26]2[CH:31]=[CH:30][CH:29]=[CH:28][CH:27]=2)[C:20]2[CH:25]=[CH:24][CH:23]=[CH:22][CH:21]=2)[CH2:16]1)(=O)=O. The catalyst is C1(C)C=CC=CC=1. The product is [C:20]1([CH:19]([C:26]2[CH:31]=[CH:30][CH:29]=[CH:28][CH:27]=2)[N:17]2[CH2:18][CH:15]([O:7][C:1]3[CH:6]=[CH:5][CH:4]=[CH:3][CH:2]=3)[CH2:16]2)[CH:21]=[CH:22][CH:23]=[CH:24][CH:25]=1. The yield is 0.840. (5) The product is [CH3:1][C:2]1[C:6]([C:7]([O:9][CH3:15])=[O:8])=[C:5]([CH3:10])[O:4][N:3]=1. The yield is 0.890. The reactants are [CH3:1][C:2]1[C:6]([C:7]([OH:9])=[O:8])=[C:5]([CH3:10])[O:4][N:3]=1.O=S(Cl)Cl.[CH3:15]O. No catalyst specified. (6) The reactants are [Cl-].O[NH3+:3].[C:4](=[O:7])([O-])[OH:5].[Na+].CS(C)=O.[CH2:13]([C:17]1[N:18]=[C:19]([CH3:42])[N:20]([CH:39]([CH3:41])[CH3:40])[C:21](=[O:38])[C:22]=1[CH2:23][C:24]1[CH:29]=[CH:28][C:27]([C:30]2[C:31]([C:36]#[N:37])=[CH:32][CH:33]=[CH:34][CH:35]=2)=[CH:26][CH:25]=1)[CH2:14][CH2:15][CH3:16]. The catalyst is O.C(OCC)(=O)C. The product is [CH2:13]([C:17]1[N:18]=[C:19]([CH3:42])[N:20]([CH:39]([CH3:41])[CH3:40])[C:21](=[O:38])[C:22]=1[CH2:23][C:24]1[CH:29]=[CH:28][C:27]([C:30]2[CH:35]=[CH:34][CH:33]=[CH:32][C:31]=2[C:36]2[NH:3][C:4](=[O:7])[O:5][N:37]=2)=[CH:26][CH:25]=1)[CH2:14][CH2:15][CH3:16]. The yield is 0.530. (7) The reactants are Br[CH2:2][C:3]([O:5][CH3:6])=[O:4].[Cl:7][C:8]1[CH:13]=[CH:12][C:11]([S:14]([O-:16])=[O:15])=[CH:10][CH:9]=1.[Na+]. The catalyst is CN(C=O)C.O. The product is [CH3:6][O:5][C:3](=[O:4])[CH2:2][S:14]([C:11]1[CH:12]=[CH:13][C:8]([Cl:7])=[CH:9][CH:10]=1)(=[O:16])=[O:15]. The yield is 0.777. (8) The reactants are [CH:1]1[C:10]2[C:5](=[CH:6][CH:7]=[CH:8][CH:9]=2)[CH:4]=[CH:3][C:2]=1[S:11]([N:14]1[CH2:19][CH2:18][NH:17][C:16](=[O:20])[CH2:15]1)(=[O:13])=[O:12].Br[C:22]1[C:27]([C:28]([F:31])([F:30])[F:29])=[CH:26][CH:25]=[CH:24][N:23]=1.C(=O)([O-])[O-].[K+].[K+].CNCCNC. The catalyst is O.CCOC(C)=O.[Cu]I. The product is [CH:1]1[C:10]2[C:5](=[CH:6][CH:7]=[CH:8][CH:9]=2)[CH:4]=[CH:3][C:2]=1[S:11]([N:14]1[CH2:19][CH2:18][N:17]([C:22]2[C:27]([C:28]([F:31])([F:30])[F:29])=[CH:26][CH:25]=[CH:24][N:23]=2)[C:16](=[O:20])[CH2:15]1)(=[O:13])=[O:12]. The yield is 0.0320.